This data is from Full USPTO retrosynthesis dataset with 1.9M reactions from patents (1976-2016). The task is: Predict the reactants needed to synthesize the given product. Given the product [OH:2][C:3]1[CH:4]=[C:5]([C:9]2[C:10]3[CH:24]=[CH:23][C:22]4[C:17](=[CH:18][CH:19]=[CH:20][CH:21]=4)[C:11]=3[NH:12][C:13](=[O:16])[CH2:14][N:15]=2)[CH:6]=[CH:7][CH:8]=1, predict the reactants needed to synthesize it. The reactants are: C[O:2][C:3]1[CH:4]=[C:5]([C:9]2[C:10]3[CH:24]=[CH:23][C:22]4[C:17](=[CH:18][CH:19]=[CH:20][CH:21]=4)[C:11]=3[NH:12][C:13](=[O:16])[CH2:14][N:15]=2)[CH:6]=[CH:7][CH:8]=1.B(Br)(Br)Br.ClCCl.C(=O)([O-])O.[Na+].C(Cl)(Cl)Cl.